This data is from Reaction yield outcomes from USPTO patents with 853,638 reactions. The task is: Predict the reaction yield, written as a fraction of the theoretical maximum amount of product (1.0 means a 100% yield; for example, 0.34 means a 34% yield). The reactants are NCC(O)=O.[OH:6][C:7]1[C:8]([C:21]([NH:23][C:24]2[CH:25]=[N:26][CH:27]=[CH:28][CH:29]=2)=[O:22])=[CH:9][N:10]([CH2:14][C:15]2[CH:20]=[CH:19][CH:18]=[CH:17][CH:16]=2)[C:11](=[O:13])[CH:12]=1.[O:30]=[C:31]=[N:32][CH2:33][C:34]([O:36]CC)=[O:35].CCN(C(C)C)C(C)C. The catalyst is C(Cl)(Cl)Cl. The product is [OH:6][C:7]1[C:8]([C:21]([NH:23][C:24]2[CH:25]=[N:26][CH:27]=[CH:28][CH:29]=2)=[O:22])=[CH:9][N:10]([CH2:14][C:15]2[CH:16]=[CH:17][CH:18]=[CH:19][CH:20]=2)[C:11](=[O:13])[C:12]=1[C:31]([NH:32][CH2:33][C:34]([OH:36])=[O:35])=[O:30]. The yield is 0.120.